From a dataset of Full USPTO retrosynthesis dataset with 1.9M reactions from patents (1976-2016). Predict the reactants needed to synthesize the given product. (1) Given the product [CH2:1]([O:8][C:9]1[CH:14]=[CH:13][C:12]([C:15]2[N:24]([CH2:25][O:26][CH2:27][CH2:28][Si:29]([CH3:32])([CH3:31])[CH3:30])[C:18]3=[N:19][C:20]([N:43]4[CH2:44][CH2:45][N:40]([C:33]([O:35][C:36]([CH3:38])([CH3:37])[CH3:39])=[O:34])[CH2:41][C:42]4=[O:46])=[CH:21][CH:22]=[C:17]3[N:16]=2)=[CH:11][CH:10]=1)[C:2]1[CH:7]=[CH:6][CH:5]=[CH:4][CH:3]=1, predict the reactants needed to synthesize it. The reactants are: [CH2:1]([O:8][C:9]1[CH:14]=[CH:13][C:12]([C:15]2[N:24]([CH2:25][O:26][CH2:27][CH2:28][Si:29]([CH3:32])([CH3:31])[CH3:30])[C:18]3=[N:19][C:20](Cl)=[CH:21][CH:22]=[C:17]3[N:16]=2)=[CH:11][CH:10]=1)[C:2]1[CH:7]=[CH:6][CH:5]=[CH:4][CH:3]=1.[C:33]([N:40]1[CH2:45][CH2:44][NH:43][C:42](=[O:46])[CH2:41]1)([O:35][C:36]([CH3:39])([CH3:38])[CH3:37])=[O:34].CC(OC1C=CC=C(OC(C)C)C=1C1C(P(C2CCCCC2)C2CCCCC2)=CC=CC=1)C.C([O-])([O-])=O.[Cs+].[Cs+]. (2) The reactants are: [NH2:1][C:2]1[CH:12]=[CH:11][C:5]([C:6]([O:8]CC)=[O:7])=[CH:4][CH:3]=1.CCN(CC)CC.[CH3:20][S:21](Cl)(=[O:23])=[O:22]. Given the product [CH3:20][S:21]([NH:1][C:2]1[CH:12]=[CH:11][C:5]([C:6]([OH:8])=[O:7])=[CH:4][CH:3]=1)(=[O:23])=[O:22], predict the reactants needed to synthesize it. (3) Given the product [Br:8][C:9]1[CH:10]=[CH:11][C:12]([C@@H:15]2[CH2:17][C@H:16]2[NH:18][CH2:20][C:21]([NH2:23])=[O:22])=[CH:13][CH:14]=1, predict the reactants needed to synthesize it. The reactants are: C([O-])([O-])=O.[K+].[K+].Cl.[Br:8][C:9]1[CH:14]=[CH:13][C:12]([C@@H:15]2[CH2:17][C@H:16]2[NH2:18])=[CH:11][CH:10]=1.Br[CH2:20][C:21]([NH2:23])=[O:22]. (4) Given the product [CH3:7][C:5]1[N:6]=[C:2]([N:8]2[CH2:13][CH2:12][NH:11][CH2:10][CH2:9]2)[S:3][CH:4]=1, predict the reactants needed to synthesize it. The reactants are: I[C:2]1[S:3][CH:4]=[C:5]([CH3:7])[N:6]=1.[NH:8]1[CH2:13][CH2:12][NH:11][CH2:10][CH2:9]1.C(N(CC)CC)C. (5) Given the product [Cl:1][C:2]1[CH:11]=[C:10]2[C:5]([CH:6]=[C:7]([C:15]3[C:20]([CH3:21])=[CH:19][C:18]([F:22])=[CH:17][C:16]=3[CH3:23])[C:8](=[O:26])[N:9]2[CH2:12][CH3:13])=[CH:4][N:3]=1, predict the reactants needed to synthesize it. The reactants are: [Cl:1][C:2]1[CH:11]=[C:10]2[C:5]([CH:6]=[C:7]([C:15]3[C:20]([CH3:21])=[CH:19][C:18]([F:22])=[CH:17][C:16]=3[CH3:23])[C:8](=N)[N:9]2[CH2:12][CH3:13])=[CH:4][N:3]=1.CC(OC(C)=O)=[O:26]. (6) Given the product [Cl:16][C:7]([CH:6]([CH2:10][CH3:11])[C:4]([O:3][CH2:1][CH3:2])=[O:5])=[O:8], predict the reactants needed to synthesize it. The reactants are: [CH2:1]([O:3][C:4]([CH:6]([CH2:10][CH3:11])[C:7]([O-])=[O:8])=[O:5])[CH3:2].[K+].C(Cl)(=O)C([Cl:16])=O.